This data is from NCI-60 drug combinations with 297,098 pairs across 59 cell lines. The task is: Regression. Given two drug SMILES strings and cell line genomic features, predict the synergy score measuring deviation from expected non-interaction effect. (1) Drug 1: C(=O)(N)NO. Drug 2: CC1C(C(CC(O1)OC2CC(CC3=C2C(=C4C(=C3O)C(=O)C5=C(C4=O)C(=CC=C5)OC)O)(C(=O)CO)O)N)O.Cl. Cell line: M14. Synergy scores: CSS=25.4, Synergy_ZIP=-0.675, Synergy_Bliss=1.50, Synergy_Loewe=-30.3, Synergy_HSA=0.446. (2) Drug 1: C1=CC(=CC=C1CC(C(=O)O)N)N(CCCl)CCCl.Cl. Drug 2: B(C(CC(C)C)NC(=O)C(CC1=CC=CC=C1)NC(=O)C2=NC=CN=C2)(O)O. Cell line: LOX IMVI. Synergy scores: CSS=13.5, Synergy_ZIP=-6.97, Synergy_Bliss=1.18, Synergy_Loewe=3.58, Synergy_HSA=2.67. (3) Synergy scores: CSS=-3.68, Synergy_ZIP=-4.69, Synergy_Bliss=-12.2, Synergy_Loewe=-17.9, Synergy_HSA=-12.8. Cell line: HS 578T. Drug 1: COC1=C(C=C2C(=C1)N=CN=C2NC3=CC(=C(C=C3)F)Cl)OCCCN4CCOCC4. Drug 2: CC12CCC3C(C1CCC2OP(=O)(O)O)CCC4=C3C=CC(=C4)OC(=O)N(CCCl)CCCl.[Na+]. (4) Drug 1: CC1OCC2C(O1)C(C(C(O2)OC3C4COC(=O)C4C(C5=CC6=C(C=C35)OCO6)C7=CC(=C(C(=C7)OC)O)OC)O)O. Drug 2: CCC1(CC2CC(C3=C(CCN(C2)C1)C4=CC=CC=C4N3)(C5=C(C=C6C(=C5)C78CCN9C7C(C=CC9)(C(C(C8N6C)(C(=O)OC)O)OC(=O)C)CC)OC)C(=O)OC)O.OS(=O)(=O)O. Cell line: KM12. Synergy scores: CSS=41.5, Synergy_ZIP=-8.23, Synergy_Bliss=-8.42, Synergy_Loewe=-14.5, Synergy_HSA=-1.75.